This data is from Reaction yield outcomes from USPTO patents with 853,638 reactions. The task is: Predict the reaction yield, written as a fraction of the theoretical maximum amount of product (1.0 means a 100% yield; for example, 0.34 means a 34% yield). (1) The catalyst is C(Cl)(Cl)(Cl)Cl.O.C(Cl)Cl.O. The product is [N:13]([C@H:12]([C:14]1[N:15]=[C:16]([C:19]2[CH:20]=[CH:21][CH:22]=[CH:23][CH:24]=2)[S:17][CH:18]=1)[CH2:11][C:8]1[CH:7]=[CH:6][C:5]([N+:2]([O-:4])=[O:3])=[CH:10][CH:9]=1)=[C:30]=[S:31]. The yield is 0.930. The reactants are Br.[N+:2]([C:5]1[CH:10]=[CH:9][C:8]([CH2:11][C@@H:12]([C:14]2[N:15]=[C:16]([C:19]3[CH:24]=[CH:23][CH:22]=[CH:21][CH:20]=3)[S:17][CH:18]=2)[NH2:13])=[CH:7][CH:6]=1)([O-:4])=[O:3].C([O-])([O-])=O.[Ca+2].[C:30](Cl)(Cl)=[S:31]. (2) The reactants are CC(OC([NH:8][C@@H:9]([CH2:16][CH:17]([CH3:19])[CH3:18])/[CH:10]=[CH:11]/[C:12]([O:14][CH3:15])=[O:13])=O)(C)C.[C:20]([OH:26])([C:22]([F:25])([F:24])[F:23])=[O:21]. The catalyst is C(Cl)Cl. The product is [F:23][C:22]([F:25])([F:24])[C:20]([OH:26])=[O:21].[NH2:8][C@@H:9]([CH2:16][CH:17]([CH3:19])[CH3:18])/[CH:10]=[CH:11]/[C:12]([O:14][CH3:15])=[O:13]. The yield is 0.740. (3) The reactants are Br[C:2]1[C:3]([NH:8][C:9]2[CH:10]=[C:11]([C:15]3[C:20]([CH3:21])=[CH:19][CH:18]=[C:17]([C:22]([NH:24][C:25]4[CH:30]=[CH:29][CH:28]=[C:27]([C:31]([F:34])([F:33])[F:32])[CH:26]=4)=[O:23])[CH:16]=3)[CH:12]=[CH:13][CH:14]=2)=[N:4][CH:5]=[CH:6][CH:7]=1.C([O-])(=[O:37])C.[Na+].C1(C)C=CC=CC=1P(C1C=CC=CC=1C)C1C=CC=CC=1C.CN([CH:65]=[O:66])C. The catalyst is C([O-])(=O)C.[Pd+2].C([O-])(=O)C. The product is [F:32][C:31]([F:34])([F:33])[C:65]([OH:66])=[O:37].[CH3:21][C:20]1[CH:19]=[CH:18][C:17]([C:22]([NH:24][C:25]2[CH:30]=[CH:29][CH:28]=[C:27]([C:31]([F:32])([F:34])[F:33])[CH:26]=2)=[O:23])=[CH:16][C:15]=1[C:11]1[CH:10]=[C:9]2[C:14]([C:2]3[CH:7]=[CH:6][CH:5]=[N:4][C:3]=3[NH:8]2)=[CH:13][CH:12]=1. The yield is 0.550.